Dataset: Catalyst prediction with 721,799 reactions and 888 catalyst types from USPTO. Task: Predict which catalyst facilitates the given reaction. (1) Reactant: F[C:2]1[CH:7]=[CH:6][C:5]([S:8]([O-:10])=[O:9])=[CH:4][CH:3]=1.[Na+].Br[CH2:13][C:14]1[CH:19]=[CH:18][C:17]([C:20]([OH:29])([C:25]([F:28])([F:27])[F:26])[C:21]([F:24])([F:23])[F:22])=[CH:16][CH:15]=1. Product: [F:22][C:21]([F:23])([F:24])[C:20]([C:17]1[CH:18]=[CH:19][C:14]([CH2:13][S:8]([C:5]2[CH:6]=[CH:7][CH:2]=[CH:3][CH:4]=2)(=[O:10])=[O:9])=[CH:15][CH:16]=1)([OH:29])[C:25]([F:26])([F:28])[F:27]. The catalyst class is: 42. (2) Product: [CH2:1]([NH:8][S:17]([C:13]1[CH:14]=[CH:15][CH:16]=[C:11]([C:9]#[N:10])[CH:12]=1)(=[O:19])=[O:18])[C:2]1[CH:7]=[CH:6][CH:5]=[CH:4][CH:3]=1. The catalyst class is: 30. Reactant: [CH2:1]([NH2:8])[C:2]1[CH:7]=[CH:6][CH:5]=[CH:4][CH:3]=1.[C:9]([C:11]1[CH:12]=[C:13]([S:17](Cl)(=[O:19])=[O:18])[CH:14]=[CH:15][CH:16]=1)#[N:10].C(N(CC)CC)C.